From a dataset of Full USPTO retrosynthesis dataset with 1.9M reactions from patents (1976-2016). Predict the reactants needed to synthesize the given product. (1) Given the product [C:1]([O:5][C:6](=[O:23])[N:7]([CH2:13][C:14]1[CH:22]=[CH:21][C:17]2[O:18][CH2:19][O:20][C:16]=2[CH:15]=1)[CH2:8][CH2:9][CH2:10][N:11]([C:28]1[S:27][N:26]=[C:25]([Cl:24])[N:29]=1)[CH3:12])([CH3:4])([CH3:2])[CH3:3], predict the reactants needed to synthesize it. The reactants are: [C:1]([O:5][C:6](=[O:23])[N:7]([CH2:13][C:14]1[CH:22]=[CH:21][C:17]2[O:18][CH2:19][O:20][C:16]=2[CH:15]=1)[CH2:8][CH2:9][CH2:10][NH:11][CH3:12])([CH3:4])([CH3:3])[CH3:2].[Cl:24][C:25]1[N:29]=[C:28](Cl)[S:27][N:26]=1.CS(C)=O. (2) Given the product [CH:1](/[C:9]1[C:17]2[C:12](=[CH:13][CH:14]=[C:15]([O:18][P:30]([C:32]3[CH:33]=[CH:34][CH:35]=[CH:36][CH:37]=3)([C:24]3[CH:29]=[CH:28][CH:27]=[CH:26][CH:25]=3)=[O:31])[CH:16]=2)[NH:11][N:10]=1)=[CH:2]\[C:3]1[CH:4]=[CH:5][CH:6]=[CH:7][CH:8]=1, predict the reactants needed to synthesize it. The reactants are: [CH:1]([C:9]1[C:17]2[C:12](=[CH:13][CH:14]=[C:15]([OH:18])[CH:16]=2)[NH:11][N:10]=1)=[CH:2][C:3]1[CH:8]=[CH:7][CH:6]=[CH:5][CH:4]=1.N1C=CN=C1.[C:24]1([P:30](Cl)([C:32]2[CH:37]=[CH:36][CH:35]=[CH:34][CH:33]=2)=[O:31])[CH:29]=[CH:28][CH:27]=[CH:26][CH:25]=1.O.